Dataset: NCI-60 drug combinations with 297,098 pairs across 59 cell lines. Task: Regression. Given two drug SMILES strings and cell line genomic features, predict the synergy score measuring deviation from expected non-interaction effect. (1) Drug 1: CCCS(=O)(=O)NC1=C(C(=C(C=C1)F)C(=O)C2=CNC3=C2C=C(C=N3)C4=CC=C(C=C4)Cl)F. Drug 2: C(CCl)NC(=O)N(CCCl)N=O. Cell line: RXF 393. Synergy scores: CSS=2.97, Synergy_ZIP=-2.73, Synergy_Bliss=-4.09, Synergy_Loewe=-7.50, Synergy_HSA=-5.00. (2) Drug 1: C1=C(C(=O)NC(=O)N1)F. Drug 2: CN(C)C1=NC(=NC(=N1)N(C)C)N(C)C. Cell line: DU-145. Synergy scores: CSS=34.7, Synergy_ZIP=1.58, Synergy_Bliss=0.818, Synergy_Loewe=-14.5, Synergy_HSA=-1.72. (3) Drug 1: CC1OCC2C(O1)C(C(C(O2)OC3C4COC(=O)C4C(C5=CC6=C(C=C35)OCO6)C7=CC(=C(C(=C7)OC)O)OC)O)O. Drug 2: C(CCl)NC(=O)N(CCCl)N=O. Cell line: MALME-3M. Synergy scores: CSS=3.35, Synergy_ZIP=-5.65, Synergy_Bliss=-3.05, Synergy_Loewe=-15.7, Synergy_HSA=-4.95. (4) Synergy scores: CSS=11.5, Synergy_ZIP=-2.53, Synergy_Bliss=-0.240, Synergy_Loewe=-3.81, Synergy_HSA=0.693. Drug 1: CN1CCC(CC1)COC2=C(C=C3C(=C2)N=CN=C3NC4=C(C=C(C=C4)Br)F)OC. Drug 2: CS(=O)(=O)C1=CC(=C(C=C1)C(=O)NC2=CC(=C(C=C2)Cl)C3=CC=CC=N3)Cl. Cell line: U251.